From a dataset of Catalyst prediction with 721,799 reactions and 888 catalyst types from USPTO. Predict which catalyst facilitates the given reaction. (1) Reactant: [Cl:1][C:2]1[CH:15]=[CH:14][C:5]([CH2:6][NH:7][C:8](=[O:13])[C:9]([CH3:12])([CH3:11])[CH3:10])=[CH:4][C:3]=1[N:16]1[C:20](=[O:21])[NH:19][C:18]([C:22]2[CH:27]=[CH:26][C:25](I)=[CH:24][CH:23]=2)=[N:17]1.[C:29]([CH:31]1[CH2:33][CH2:32]1)#[CH:30].CCCC[N+](CCCC)(CCCC)CCCC.[F-]. Product: [Cl:1][C:2]1[CH:15]=[CH:14][C:5]([CH2:6][NH:7][C:8](=[O:13])[C:9]([CH3:12])([CH3:11])[CH3:10])=[CH:4][C:3]=1[N:16]1[C:20](=[O:21])[NH:19][C:18]([C:22]2[CH:27]=[CH:26][C:25]([C:30]#[C:29][CH:31]3[CH2:33][CH2:32]3)=[CH:24][CH:23]=2)=[N:17]1. The catalyst class is: 16. (2) Reactant: [CH3:1][N:2]([C:12]1[CH:17]=[CH:16][C:15]([NH:18][CH2:19][CH:20]2[CH2:25][CH2:24][O:23][CH2:22][CH2:21]2)=[C:14]([N+:26]([O-])=O)[CH:13]=1)[S:3]([C:6]1[CH:11]=[CH:10][CH:9]=[CH:8][CH:7]=1)(=[O:5])=[O:4]. Product: [NH2:26][C:14]1[CH:13]=[C:12]([N:2]([CH3:1])[S:3]([C:6]2[CH:11]=[CH:10][CH:9]=[CH:8][CH:7]=2)(=[O:5])=[O:4])[CH:17]=[CH:16][C:15]=1[NH:18][CH2:19][CH:20]1[CH2:25][CH2:24][O:23][CH2:22][CH2:21]1. The catalyst class is: 99. (3) Reactant: [Cl:1][C:2]1[CH:10]=[C:9]2[C:5]([CH2:6][C:7](=[O:11])[NH:8]2)=[CH:4][CH:3]=1.[C:12]([O:16][C:17](=[O:27])[N:18]([CH2:22][CH2:23][C:24](=O)[CH3:25])[CH2:19][CH2:20]C)([CH3:15])([CH3:14])[CH3:13].N1CCCC1. Product: [C:12]([O:16][C:17]([N:18]1[CH2:19][CH2:20][CH2:25][C:24](=[C:6]2[C:5]3[C:9](=[CH:10][C:2]([Cl:1])=[CH:3][CH:4]=3)[NH:8][C:7]2=[O:11])[CH2:23][CH2:22]1)=[O:27])([CH3:13])([CH3:14])[CH3:15]. The catalyst class is: 41. (4) The catalyst class is: 20. Product: [Cl:1][C:2]1[CH:3]=[C:4]([C@@H:9]2[O:15][CH2:14][CH2:13][N:12]([C:16]([O:18][C:19]([CH3:20])([CH3:21])[CH3:22])=[O:17])[CH2:11][C@H:10]2[CH:23]([OH:24])[C:27]([F:30])([F:29])[F:28])[CH:5]=[CH:6][C:7]=1[Cl:8]. Reactant: [Cl:1][C:2]1[CH:3]=[C:4]([C@@H:9]2[O:15][CH2:14][CH2:13][N:12]([C:16]([O:18][C:19]([CH3:22])([CH3:21])[CH3:20])=[O:17])[CH2:11][C@H:10]2[CH:23]=[O:24])[CH:5]=[CH:6][C:7]=1[Cl:8].C[Si](C)(C)[C:27]([F:30])([F:29])[F:28].[F-].C([N+](CCCC)(CCCC)CCCC)CCC.Cl. (5) Reactant: C(N(CC)CC)C.[CH2:8](Br)[C:9]#[CH:10].[O:12]=[C:13]([C:26]1[C:35]2[C:30](=[CH:31][CH:32]=[C:33]([O:36][CH3:37])[CH:34]=2)[N:29]=[CH:28][CH:27]=1)[CH2:14][CH2:15][C@@H:16]1[CH2:21][CH2:20][NH:19][CH2:18][C@@H:17]1[C:22]([O:24][CH3:25])=[O:23].O. Product: [CH3:8][C:9]#[C:10][N:19]1[CH2:20][CH2:21][C@@H:16]([CH2:15][CH2:14][C:13](=[O:12])[C:26]2[C:35]3[C:30](=[CH:31][CH:32]=[C:33]([O:36][CH3:37])[CH:34]=3)[N:29]=[CH:28][CH:27]=2)[C@@H:17]([C:22]([O:24][CH3:25])=[O:23])[CH2:18]1. The catalyst class is: 42. (6) Reactant: [CH3:1][C@H:2]1[CH2:7][O:6][CH2:5][CH2:4][N:3]1[C:8]1[C:9]2[N:25]([CH3:26])[N:24]=[CH:23][C:10]=2[N:11]=[C:12]([C:14]2[CH:19]=[CH:18][C:17]([N+:20]([O-])=O)=[CH:16][CH:15]=2)[N:13]=1. Product: [CH3:26][N:25]1[C:9]2[C:8]([N:3]3[CH2:4][CH2:5][O:6][CH2:7][C@@H:2]3[CH3:1])=[N:13][C:12]([C:14]3[CH:19]=[CH:18][C:17]([NH2:20])=[CH:16][CH:15]=3)=[N:11][C:10]=2[CH:23]=[N:24]1. The catalyst class is: 123. (7) Reactant: [H-].[Na+].[CH2:3]([O:5][C:6](=[O:33])[C:7]([CH3:32])([O:25][C:26]1[CH:31]=[CH:30][CH:29]=[CH:28][CH:27]=1)[CH2:8][C:9]1[CH:14]=[CH:13][C:12]([O:15][CH2:16][CH2:17][CH:18]2[CH2:22][NH:21][C:20](=[O:23])[N:19]2[CH3:24])=[CH:11][CH:10]=1)[CH3:4].Br[CH2:35][C:36]1[CH:49]=[CH:48][C:39]([C:40]([C:42]2[CH:47]=[CH:46][CH:45]=[CH:44][CH:43]=2)=[O:41])=[CH:38][CH:37]=1. Product: [CH2:3]([O:5][C:6](=[O:33])[C:7]([CH3:32])([O:25][C:26]1[CH:31]=[CH:30][CH:29]=[CH:28][CH:27]=1)[CH2:8][C:9]1[CH:10]=[CH:11][C:12]([O:15][CH2:16][CH2:17][CH:18]2[CH2:22][N:21]([CH2:35][C:36]3[CH:37]=[CH:38][C:39]([C:40](=[O:41])[C:42]4[CH:43]=[CH:44][CH:45]=[CH:46][CH:47]=4)=[CH:48][CH:49]=3)[C:20](=[O:23])[N:19]2[CH3:24])=[CH:13][CH:14]=1)[CH3:4]. The catalyst class is: 3. (8) Reactant: [Br:1][C:2]1[CH:3]=[C:4]2[C:9](=[CH:10][CH:11]=1)[NH:8][CH2:7][CH2:6][CH2:5]2.C(=O)([O-])[O-].[K+].[K+].[I-].[Na+].[CH3:20][O:21][C:22]1[CH:29]=[CH:28][C:25]([CH2:26]Cl)=[CH:24][CH:23]=1. Product: [Br:1][C:2]1[CH:3]=[C:4]2[C:9](=[CH:10][CH:11]=1)[N:8]([CH2:26][C:25]1[CH:28]=[CH:29][C:22]([O:21][CH3:20])=[CH:23][CH:24]=1)[CH2:7][CH2:6][CH2:5]2. The catalyst class is: 9.